From a dataset of Reaction yield outcomes from USPTO patents with 853,638 reactions. Predict the reaction yield, written as a fraction of the theoretical maximum amount of product (1.0 means a 100% yield; for example, 0.34 means a 34% yield). (1) The reactants are NC(N)=O.S(=NC(N)=O)(=O)=O.[NH2:12][C:13]1[N:18]=[CH:17][C:16]([N:19]2[C:24](=[O:25])[C:23]3[CH:26]=[C:27]([F:32])[C:28]([NH:30][CH3:31])=[CH:29][C:22]=3[O:21][CH2:20]2)=[CH:15][C:14]=1[CH3:33].C([O:36][C:37](=O)[NH:38][S:39]([C:42]1[S:43][C:44]([Cl:47])=[CH:45][CH:46]=1)(=[O:41])=[O:40])C. No catalyst specified. The product is [Cl:47][C:44]1[S:43][C:42]([S:39]([NH:38][C:37]([NH:12][C:13]2[C:14]([CH3:33])=[CH:15][C:16]([N:19]3[C:24](=[O:25])[C:23]4[CH:26]=[C:27]([F:32])[C:28]([NH:30][CH3:31])=[CH:29][C:22]=4[O:21][CH2:20]3)=[CH:17][N:18]=2)=[O:36])(=[O:41])=[O:40])=[CH:46][CH:45]=1. The yield is 0.850. (2) The reactants are C(OC(=O)[NH:7][CH:8]1[CH2:12][CH2:11][CH:10]([NH:13][C:14]([C:16]2[C:24]3[C:19](=[N:20][CH:21]=[C:22]([C:25]4[C:33]5[C:28](=[CH:29][C:30]([Cl:34])=[CH:31][CH:32]=5)[N:27]([CH3:35])[N:26]=4)[N:23]=3)[N:18]([CH2:36][O:37][CH2:38][CH2:39][Si:40]([CH3:43])([CH3:42])[CH3:41])[CH:17]=2)=[O:15])[CH2:9]1)(C)(C)C.C(Cl)(=O)C. The catalyst is CO. The product is [ClH:34].[NH2:7][CH:8]1[CH2:12][CH2:11][CH:10]([NH:13][C:14]([C:16]2[C:24]3[C:19](=[N:20][CH:21]=[C:22]([C:25]4[C:33]5[C:28](=[CH:29][C:30]([Cl:34])=[CH:31][CH:32]=5)[N:27]([CH3:35])[N:26]=4)[N:23]=3)[N:18]([CH2:36][O:37][CH2:38][CH2:39][Si:40]([CH3:43])([CH3:42])[CH3:41])[CH:17]=2)=[O:15])[CH2:9]1. The yield is 0.980. (3) The catalyst is C(Cl)Cl. The product is [F:7][C:8]1[CH:14]=[CH:13][C:12]([CH3:15])=[C:11]([NH:1][S:17]([CH3:16])(=[O:19])=[O:18])[CH:9]=1. The yield is 0.900. The reactants are [N:1]1C=CC=CC=1.[F:7][C:8]1[CH:14]=[CH:13][C:12]([CH3:15])=[CH:11][C:9]=1N.[CH3:16][S:17](Cl)(=[O:19])=[O:18]. (4) The reactants are [CH2:1]([O:8][C:9]1[CH:10]=[C:11]([CH:14]=[CH:15][C:16]=1[O:17][CH3:18])[CH:12]=O)[C:2]1[CH:7]=[CH:6][CH:5]=[CH:4][CH:3]=1.C([O-])(=O)C.[NH4+].[N+:24]([CH2:27][CH2:28][CH3:29])([O-:26])=[O:25]. No catalyst specified. The product is [CH2:1]([O:8][C:9]1[CH:10]=[C:11]([CH:12]=[C:27]([N+:24]([O-:26])=[O:25])[CH2:28][CH3:29])[CH:14]=[CH:15][C:16]=1[O:17][CH3:18])[C:2]1[CH:7]=[CH:6][CH:5]=[CH:4][CH:3]=1. The yield is 0.440. (5) The reactants are C([Li])CCC.Br[C:7]1[CH:12]=[CH:11][CH:10]=[C:9]([C:13]#[C:14][CH3:15])[CH:8]=1.[B:16](OC(C)C)([O:21]C(C)C)[O:17]C(C)C.Cl.[OH-].[K+].CC1CCCO1. The catalyst is O1CCCC1.C1(C)C=CC=CC=1. The product is [C:13]([C:9]1[CH:8]=[C:7]([B:16]([OH:21])[OH:17])[CH:12]=[CH:11][CH:10]=1)#[C:14][CH3:15]. The yield is 0.750. (6) The reactants are [CH3:1][O:2][C:3]1[CH:8]=[CH:7][C:6]([S:9]([N:12]2[C:20]3[C:15](=[CH:16][CH:17]=[CH:18][CH:19]=3)[C:14]([C:21]#[N:22])=[CH:13]2)(=[O:11])=[O:10])=[CH:5][C:4]=1[N:23]1[CH2:28][CH2:27][N:26](C(=O)C(Cl)(Cl)Cl)[CH2:25][CH2:24]1.[OH-].[K+].ClCCl. The catalyst is O1CCCC1. The product is [CH3:1][O:2][C:3]1[CH:8]=[CH:7][C:6]([S:9]([N:12]2[C:20]3[C:15](=[CH:16][CH:17]=[CH:18][CH:19]=3)[C:14]([C:21]#[N:22])=[CH:13]2)(=[O:10])=[O:11])=[CH:5][C:4]=1[N:23]1[CH2:28][CH2:27][NH:26][CH2:25][CH2:24]1. The yield is 0.510. (7) The yield is 0.840. The catalyst is O.C1COCC1. The reactants are O[Li].O.C[O:5][C:6]([C:8]1[CH:9]=[C:10]([C:21]2[CH:26]=[CH:25][C:24]([CH3:27])=[CH:23][CH:22]=2)[CH:11]=[C:12]([C:14]2[N:18]([CH2:19][CH3:20])[N:17]=[N:16][N:15]=2)[CH:13]=1)=[O:7]. The product is [CH2:19]([N:18]1[C:14]([C:12]2[CH:13]=[C:8]([C:6]([OH:7])=[O:5])[CH:9]=[C:10]([C:21]3[CH:26]=[CH:25][C:24]([CH3:27])=[CH:23][CH:22]=3)[CH:11]=2)=[N:15][N:16]=[N:17]1)[CH3:20].